This data is from Reaction yield outcomes from USPTO patents with 853,638 reactions. The task is: Predict the reaction yield, written as a fraction of the theoretical maximum amount of product (1.0 means a 100% yield; for example, 0.34 means a 34% yield). (1) The reactants are [CH2:1]([NH:4][C:5]([C:7]1([C:10](OCC)=[O:11])[CH2:9][CH2:8]1)=[O:6])[CH2:2][CH3:3].[BH4-].[Na+]. The catalyst is CCO. The product is [OH:11][CH2:10][C:7]1([C:5]([NH:4][CH2:1][CH2:2][CH3:3])=[O:6])[CH2:8][CH2:9]1. The yield is 0.880. (2) The reactants are [CH3:1][O:2][C:3]([C:5]1[S:6][C:7]([CH:27]2[CH2:36][CH2:35][C:30]3([O:34][CH2:33][CH2:32][O:31]3)[CH2:29][CH2:28]2)=[CH:8][C:9]=1[N:10]([C@H:20]1[CH2:25][CH2:24][C@H:23]([OH:26])[CH2:22][CH2:21]1)[C:11]([C@H:13]1[CH2:18][CH2:17][C@H:16]([CH3:19])[CH2:15][CH2:14]1)=[O:12])=[O:4].[CH3:37]I.[H-].[Na+]. No catalyst specified. The product is [CH3:1][O:2][C:3]([C:5]1[S:6][C:7]([CH:27]2[CH2:36][CH2:35][C:30]3([O:34][CH2:33][CH2:32][O:31]3)[CH2:29][CH2:28]2)=[CH:8][C:9]=1[N:10]([C@H:20]1[CH2:21][CH2:22][C@H:23]([O:26][CH3:37])[CH2:24][CH2:25]1)[C:11]([C@H:13]1[CH2:14][CH2:15][C@H:16]([CH3:19])[CH2:17][CH2:18]1)=[O:12])=[O:4]. The yield is 1.00.